This data is from Full USPTO retrosynthesis dataset with 1.9M reactions from patents (1976-2016). The task is: Predict the reactants needed to synthesize the given product. (1) Given the product [OH:1][CH2:2][C:3]1[CH:4]=[CH:5][C:6]([CH3:12])=[C:7]([CH:11]=1)[C:8]([O:10][CH3:13])=[O:9], predict the reactants needed to synthesize it. The reactants are: [OH:1][CH2:2][C:3]1[CH:4]=[CH:5][C:6]([CH3:12])=[C:7]([CH:11]=1)[C:8]([OH:10])=[O:9].[CH3:13]S(O)(=O)=O. (2) Given the product [C:28]([O:27][C:25]([N:23]1[CH2:22][CH2:21][C:15]2[N:16]=[C:17]([O:19][CH3:20])[N:18]=[C:13]([O:12][S:7]([C:4]3[CH:5]=[CH:6][C:1]([CH3:11])=[CH:2][CH:3]=3)(=[O:9])=[O:8])[C:14]=2[CH2:24]1)=[O:26])([CH3:31])([CH3:30])[CH3:29], predict the reactants needed to synthesize it. The reactants are: [C:1]1([CH3:11])[CH:6]=[CH:5][C:4]([S:7](Cl)(=[O:9])=[O:8])=[CH:3][CH:2]=1.[OH:12][C:13]1[C:14]2[CH2:24][N:23]([C:25]([O:27][C:28]([CH3:31])([CH3:30])[CH3:29])=[O:26])[CH2:22][CH2:21][C:15]=2[N:16]=[C:17]([O:19][CH3:20])[N:18]=1.C(N(CC)CC)C.O. (3) Given the product [Br:1][C:2]1[CH:3]=[CH:4][C:5]([Cl:20])=[C:6]([CH2:8][C:10]2[CH:15]=[CH:14][C:13]([O:16][CH2:17][CH3:18])=[C:12]([F:19])[CH:11]=2)[CH:7]=1, predict the reactants needed to synthesize it. The reactants are: [Br:1][C:2]1[CH:3]=[CH:4][C:5]([Cl:20])=[C:6]([CH:8]([C:10]2[CH:15]=[CH:14][C:13]([O:16][CH2:17][CH3:18])=[C:12]([F:19])[CH:11]=2)O)[CH:7]=1.B(F)(F)F.CCOCC. (4) Given the product [CH2:1]([CH:3]1[O:7][C:6](=[O:8])[N:5]([CH2:9][C:10]2[CH:15]=[CH:14][CH:13]=[CH:12][C:11]=2[N:16]([C:30]([O:32][CH2:33][CH:34]([CH3:36])[CH3:35])=[O:31])[S:17]([C:20]([F:22])([F:23])[F:21])(=[O:19])=[O:18])[CH2:4]1)[CH3:2], predict the reactants needed to synthesize it. The reactants are: [CH2:1]([CH:3]1[O:7][C:6](=[O:8])[N:5]([CH2:9][C:10]2[CH:15]=[CH:14][CH:13]=[CH:12][C:11]=2[NH:16][S:17]([C:20]([F:23])([F:22])[F:21])(=[O:19])=[O:18])[CH2:4]1)[CH3:2].C(=O)(O)[O-].[Na+].Cl[C:30]([O:32][CH2:33][CH:34]([CH3:36])[CH3:35])=[O:31]. (5) The reactants are: [CH3:1][O:2][C:3]1[CH:4]=[C:5]([CH:21]=[C:22]([O:24][CH3:25])[CH:23]=1)[CH2:6][NH:7][C:8]([C:10]12[CH2:19][CH:14]3[CH2:15][CH:16]([CH2:18][CH:12]([C:13]3=[O:20])[CH2:11]1)[CH2:17]2)=[O:9].[BH4-].[Na+]. Given the product [CH3:25][O:24][C:22]1[CH:21]=[C:5]([CH:4]=[C:3]([O:2][CH3:1])[CH:23]=1)[CH2:6][NH:7][C:8]([C:10]12[CH2:19][CH:14]3[CH2:15][CH:16]([CH2:18][CH:12]([CH:13]3[OH:20])[CH2:11]1)[CH2:17]2)=[O:9], predict the reactants needed to synthesize it. (6) Given the product [F:18][C:19]1[C:24]([C:25]([F:26])([F:27])[F:28])=[CH:23][CH:22]=[CH:21][C:20]=1[CH2:2][C:3]1[N:4]=[C:5]2[S:12][C:11]([CH3:13])=[C:10]([C:14]([O:16][CH3:17])=[O:15])[N:6]2[C:7](=[O:9])[CH:8]=1, predict the reactants needed to synthesize it. The reactants are: Cl[CH2:2][C:3]1[N:4]=[C:5]2[S:12][C:11]([CH3:13])=[C:10]([C:14]([O:16][CH3:17])=[O:15])[N:6]2[C:7](=[O:9])[CH:8]=1.[F:18][C:19]1[C:24]([C:25]([F:28])([F:27])[F:26])=[CH:23][CH:22]=[CH:21][C:20]=1B(O)O.C([O-])([O-])=O.[K+].[K+]. (7) Given the product [Si:5]([O:8][CH:9]1[CH2:14][CH2:13][CH:12]2[CH:11]([CH:17]2[C:18]([O:20][CH2:21][CH3:22])=[O:19])[CH2:10]1)([C:1]([CH3:4])([CH3:2])[CH3:3])([CH3:7])[CH3:6], predict the reactants needed to synthesize it. The reactants are: [C:1]([Si:5]([O:8][CH:9]1[CH2:14][CH2:13][CH:12]=[CH:11][CH2:10]1)([CH3:7])[CH3:6])([CH3:4])([CH3:3])[CH3:2].[N+](=[CH:17][C:18]([O:20][CH2:21][CH3:22])=[O:19])=[N-].